From a dataset of NCI-60 drug combinations with 297,098 pairs across 59 cell lines. Regression. Given two drug SMILES strings and cell line genomic features, predict the synergy score measuring deviation from expected non-interaction effect. (1) Drug 1: C1=CC(=CC=C1CCC2=CNC3=C2C(=O)NC(=N3)N)C(=O)NC(CCC(=O)O)C(=O)O. Drug 2: C1=CN(C(=O)N=C1N)C2C(C(C(O2)CO)O)O.Cl. Cell line: OVCAR-5. Synergy scores: CSS=35.6, Synergy_ZIP=-4.49, Synergy_Bliss=-0.911, Synergy_Loewe=2.14, Synergy_HSA=3.40. (2) Synergy scores: CSS=5.59, Synergy_ZIP=-1.70, Synergy_Bliss=-0.945, Synergy_Loewe=-3.50, Synergy_HSA=-1.28. Drug 1: CS(=O)(=O)CCNCC1=CC=C(O1)C2=CC3=C(C=C2)N=CN=C3NC4=CC(=C(C=C4)OCC5=CC(=CC=C5)F)Cl. Drug 2: C1=CC=C(C(=C1)C(C2=CC=C(C=C2)Cl)C(Cl)Cl)Cl. Cell line: RXF 393. (3) Drug 1: C1CCN(CC1)CCOC2=CC=C(C=C2)C(=O)C3=C(SC4=C3C=CC(=C4)O)C5=CC=C(C=C5)O. Drug 2: CCC1=CC2CC(C3=C(CN(C2)C1)C4=CC=CC=C4N3)(C5=C(C=C6C(=C5)C78CCN9C7C(C=CC9)(C(C(C8N6C)(C(=O)OC)O)OC(=O)C)CC)OC)C(=O)OC.C(C(C(=O)O)O)(C(=O)O)O. Cell line: SK-MEL-2. Synergy scores: CSS=37.8, Synergy_ZIP=6.84, Synergy_Bliss=-0.401, Synergy_Loewe=-22.4, Synergy_HSA=-1.41. (4) Drug 1: CC(C)(C#N)C1=CC(=CC(=C1)CN2C=NC=N2)C(C)(C)C#N. Drug 2: CC1CCCC2(C(O2)CC(NC(=O)CC(C(C(=O)C(C1O)C)(C)C)O)C(=CC3=CSC(=N3)C)C)C. Cell line: MOLT-4. Synergy scores: CSS=43.3, Synergy_ZIP=8.43, Synergy_Bliss=9.55, Synergy_Loewe=-17.7, Synergy_HSA=0.660. (5) Drug 1: CC=C1C(=O)NC(C(=O)OC2CC(=O)NC(C(=O)NC(CSSCCC=C2)C(=O)N1)C(C)C)C(C)C. Drug 2: CC1=C(C(=O)C2=C(C1=O)N3CC4C(C3(C2COC(=O)N)OC)N4)N. Cell line: HS 578T. Synergy scores: CSS=62.3, Synergy_ZIP=2.42, Synergy_Bliss=2.82, Synergy_Loewe=-14.1, Synergy_HSA=5.55. (6) Drug 1: CCC(=C(C1=CC=CC=C1)C2=CC=C(C=C2)OCCN(C)C)C3=CC=CC=C3.C(C(=O)O)C(CC(=O)O)(C(=O)O)O. Drug 2: CC1C(C(CC(O1)OC2CC(OC(C2O)C)OC3=CC4=CC5=C(C(=O)C(C(C5)C(C(=O)C(C(C)O)O)OC)OC6CC(C(C(O6)C)O)OC7CC(C(C(O7)C)O)OC8CC(C(C(O8)C)O)(C)O)C(=C4C(=C3C)O)O)O)O. Cell line: COLO 205. Synergy scores: CSS=68.6, Synergy_ZIP=4.65, Synergy_Bliss=2.32, Synergy_Loewe=3.21, Synergy_HSA=3.33.